This data is from Forward reaction prediction with 1.9M reactions from USPTO patents (1976-2016). The task is: Predict the product of the given reaction. (1) Given the reactants Cl[C:2]1[C:11]2[C:6](=[CH:7][CH:8]=[C:9]([N:12]3[CH2:16][CH2:15][CH2:14][C:13]3=[O:17])[CH:10]=2)[N:5]=[C:4]([CH3:18])[CH:3]=1.[C:19]1([CH:25]2[CH2:29][CH2:28][NH:27][CH2:26]2)[CH:24]=[CH:23][CH:22]=[CH:21][CH:20]=1, predict the reaction product. The product is: [CH3:18][C:4]1[CH:3]=[C:2]([N:27]2[CH2:28][CH2:29][CH:25]([C:19]3[CH:24]=[CH:23][CH:22]=[CH:21][CH:20]=3)[CH2:26]2)[C:11]2[C:6](=[CH:7][CH:8]=[C:9]([N:12]3[CH2:16][CH2:15][CH2:14][C:13]3=[O:17])[CH:10]=2)[N:5]=1. (2) Given the reactants [N:1]1[C:10]2[C:5](=[CH:6][CH:7]=[CH:8][CH:9]=2)[C:4](=[O:11])[NH:3][CH:2]=1.S(=O)(=O)(O)O.[N+:17]([O-])([OH:19])=[O:18], predict the reaction product. The product is: [N+:17]([C:7]1[CH:6]=[C:5]2[C:10](=[CH:9][CH:8]=1)[N:1]=[CH:2][NH:3][C:4]2=[O:11])([O-:19])=[O:18].